This data is from Full USPTO retrosynthesis dataset with 1.9M reactions from patents (1976-2016). The task is: Predict the reactants needed to synthesize the given product. (1) Given the product [OH:30][C:24]1[CH:25]=[C:26]([OH:29])[CH:27]=[CH:28][C:23]=1[NH:22][C:17]([C:15]1[O:14][N:13]=[C:12]([O:11][CH2:10][C@@H:9]([NH:8][C:6](=[O:7])[O:5][C:1]([CH3:2])([CH3:3])[CH3:4])[CH3:20])[CH:16]=1)=[O:19], predict the reactants needed to synthesize it. The reactants are: [C:1]([O:5][C:6]([NH:8][C@@H:9]([CH3:20])[CH2:10][O:11][C:12]1[CH:16]=[C:15]([C:17]([OH:19])=O)[O:14][N:13]=1)=[O:7])([CH3:4])([CH3:3])[CH3:2].Cl.[NH2:22][C:23]1[CH:28]=[CH:27][C:26]([OH:29])=[CH:25][C:24]=1[OH:30]. (2) The reactants are: [N+:1]([C:4]1[CH:5]=[C:6]([C:12]2[O:13][C:14]3[CH:20]=[CH:19][C:18](Br)=[CH:17][C:15]=3[N:16]=2)[CH:7]=[CH:8][C:9]=1[O:10][CH3:11])([O-:3])=[O:2].[F:22][C:23]1[CH:28]=[CH:27][C:26](B(O)O)=[CH:25][CH:24]=1. Given the product [N+:1]([C:4]1[CH:5]=[C:6]([C:12]2[O:13][C:14]3[CH:20]=[CH:19][C:18]([C:26]4[CH:27]=[CH:28][C:23]([F:22])=[CH:24][CH:25]=4)=[CH:17][C:15]=3[N:16]=2)[CH:7]=[CH:8][C:9]=1[O:10][CH3:11])([O-:3])=[O:2], predict the reactants needed to synthesize it. (3) Given the product [CH:7]1[CH:6]=[C:5]2[C:4]([N:33]([CH2:32][C:31]3[CH:34]=[CH:35][C:28]([C:27]#[N:26])=[CH:29][CH:30]=3)[C:2]([OH:3])([C:12]3[CH:17]=[CH:16][C:15]([Cl:18])=[CH:14][CH:13]=3)[C:10]2=[CH:9][CH:8]=1)=[O:11], predict the reactants needed to synthesize it. The reactants are: Cl[C:2]1([C:12]2[CH:17]=[CH:16][C:15]([Cl:18])=[CH:14][CH:13]=2)[C:10]2[C:5](=[CH:6][CH:7]=[CH:8][CH:9]=2)[C:4](=[O:11])[O:3]1.C(N(CC)CC)C.[NH2:26][CH2:27][C:28]1[CH:35]=[CH:34][C:31]([C:32]#[N:33])=[CH:30][CH:29]=1. (4) Given the product [Br:36][CH2:32][CH:31]([O:30][C:24]1[C:23]2[C:28](=[CH:29][C:20]([O:19][CH3:18])=[CH:21][CH:22]=2)[N:27]=[CH:26][CH:25]=1)[CH3:34], predict the reactants needed to synthesize it. The reactants are: COC1C=C2C(C(OCC(O)C)=CC=N2)=CC=1.[CH3:18][O:19][C:20]1[CH:29]=[C:28]2[C:23]([C:24]([O:30][CH:31]([CH3:34])[CH2:32]O)=[CH:25][CH:26]=[N:27]2)=[CH:22][CH:21]=1.P(Br)(Br)[Br:36]. (5) Given the product [F:28][C:27]([F:30])([F:29])[C:25]([OH:31])=[O:26].[CH3:1][CH:2]([CH3:24])[CH2:3][CH2:4][O:5][C:6]1[N:14]=[C:13]2[C:9]([N:10]=[C:11]([O:21][CH3:22])[NH:12]2)=[C:8]([NH2:23])[N:7]=1, predict the reactants needed to synthesize it. The reactants are: [CH3:1][CH:2]([CH3:24])[CH2:3][CH2:4][O:5][C:6]1[N:14]=[C:13]2[C:9]([N:10]=[C:11]([O:21][CH3:22])[N:12]2C2CCCCO2)=[C:8]([NH2:23])[N:7]=1.[C:25]([OH:31])([C:27]([F:30])([F:29])[F:28])=[O:26]. (6) Given the product [N:1]1[C:6]2[NH:7][CH:8]=[CH:9][C:5]=2[C:4]([N:10]2[CH2:14][CH2:13][C@@H:12]([N:15]([CH3:24])[C:16]3[N:17]=[C:18]4[NH:23][CH:25]=[N:22][C:19]4=[CH:20][CH:21]=3)[CH2:11]2)=[N:3][CH:2]=1, predict the reactants needed to synthesize it. The reactants are: [N:1]1[C:6]2[NH:7][CH:8]=[CH:9][C:5]=2[C:4]([N:10]2[CH2:14][CH2:13][C@@H:12]([N:15]([CH3:24])[C:16]3[CH:21]=[CH:20][C:19]([NH2:22])=[C:18]([NH2:23])[N:17]=3)[CH2:11]2)=[N:3][CH:2]=1.[CH2:25](OC(OCC)OCC)C.O.CC1C=CC(S(O)(=O)=O)=CC=1. (7) Given the product [CH2:22]([N:26]1[C:31]2=[N:32][N:33]([CH2:41][C:42]3[C:51]4[C:46](=[CH:47][CH:48]=[CH:49][CH:50]=4)[CH:45]=[CH:44][CH:43]=3)[C:34]([C:35]3[CH:36]=[CH:37][N:38]=[CH:39][CH:40]=3)=[C:30]2[C:29](=[O:52])[N:28]([CH2:3][CH2:4][N:5]2[CH2:10][CH2:9][O:8][CH2:7][CH2:6]2)[C:27]1=[O:53])[CH:23]([CH3:25])[CH3:24], predict the reactants needed to synthesize it. The reactants are: Cl.Cl[CH2:3][CH2:4][N:5]1[CH2:10][CH2:9][O:8][CH2:7][CH2:6]1.C1CCN2C(=NCCC2)CC1.[CH2:22]([N:26]1[C:31]2=[N:32][N:33]([CH2:41][C:42]3[C:51]4[C:46](=[CH:47][CH:48]=[CH:49][CH:50]=4)[CH:45]=[CH:44][CH:43]=3)[C:34]([C:35]3[CH:40]=[CH:39][N:38]=[CH:37][CH:36]=3)=[C:30]2[C:29](=[O:52])[NH:28][C:27]1=[O:53])[CH:23]([CH3:25])[CH3:24]. (8) Given the product [N:6]1([CH2:11][C@H:12]2[CH2:13][CH2:14][C@H:15]([NH2:18])[CH2:16][CH2:17]2)[C:7]2[CH2:9][CH2:10][CH2:21][C:8]=2[CH:4]=[N:5]1, predict the reactants needed to synthesize it. The reactants are: Cl.C([C:4]1[CH:8]=[C:7]([CH2:9][CH3:10])[N:6]([CH2:11][C@H:12]2[CH2:17][CH2:16][C@H:15]([NH2:18])[CH2:14][CH2:13]2)[N:5]=1)C.N1N[CH:21]=C2CCCC=12. (9) The reactants are: Cl[C:2]1[C:11]([CH2:12][OH:13])=[CH:10][C:9]2[C:4](=[C:5]([CH3:14])[CH:6]=[CH:7][CH:8]=2)[N:3]=1.[CH3:15][O:16][C:17]1[CH:18]=[C:19](B(O)O)[CH:20]=[CH:21][CH:22]=1.C([O-])([O-])=O.[K+].[K+]. Given the product [CH3:15][O:16][C:17]1[CH:22]=[C:21]([C:2]2[C:11]([CH2:12][OH:13])=[CH:10][C:9]3[C:4](=[C:5]([CH3:14])[CH:6]=[CH:7][CH:8]=3)[N:3]=2)[CH:20]=[CH:19][CH:18]=1, predict the reactants needed to synthesize it. (10) Given the product [Br:33][C:16]1[CH:17]=[C:18]2[C:23](=[CH:24][C:15]=1[O:14][CH:11]1[CH2:12][CH2:13][N:8]([C:6]([O:5][CH2:24][CH2:15][CH2:16][CH3:17])=[O:7])[CH2:9][CH2:10]1)[N:22]=[C:21]([NH:25][C:26]1[CH:31]=[CH:30][CH:29]=[C:28]([C:10]3[CH:9]=[N:8][CH:13]=[CH:12][CH:11]=3)[CH:27]=1)[N:20]=[CH:19]2, predict the reactants needed to synthesize it. The reactants are: C([O:5][C:6]([N:8]1[CH2:13][CH2:12][CH:11]([O:14][C:15]2[CH:24]=[C:23]3[C:18]([CH:19]=[N:20][C:21]([NH:25][C:26]4[CH:31]=[CH:30][CH:29]=[C:28](I)[CH:27]=4)=[N:22]3)=[CH:17][C:16]=2[Br:33])[CH2:10][CH2:9]1)=[O:7])(C)(C)C.C(=O)([O-])[O-].[Na+].[Na+].